This data is from Reaction yield outcomes from USPTO patents with 853,638 reactions. The task is: Predict the reaction yield, written as a fraction of the theoretical maximum amount of product (1.0 means a 100% yield; for example, 0.34 means a 34% yield). (1) The reactants are Cl.[N:2]1[CH:7]=[CH:6][CH:5]=[CH:4][C:3]=1[C:8]1[CH2:9][CH2:10][NH:11][CH2:12][CH:13]=1.C=O.[F:16][C:17]1[CH:18]=[C:19]([CH:23]=[CH:24][C:25]=1[F:26])[C:20]([NH2:22])=[O:21].[C:27](=O)([O-])[O-].[K+].[K+]. The catalyst is C(O)C. The product is [N:2]1[CH:7]=[CH:6][CH:5]=[CH:4][C:3]=1[C:8]1[CH2:9][CH2:10][N:11]([CH2:27][NH:22][C:20](=[O:21])[C:19]2[CH:23]=[CH:24][C:25]([F:26])=[C:17]([F:16])[CH:18]=2)[CH2:12][CH:13]=1. The yield is 0.550. (2) The reactants are [CH3:1][O:2][C:3]1[C:12]([NH:13][C:14]([N:16]2[CH2:21][CH2:20][N:19]([C:22]3[CH:27]=[C:26]([CH3:28])[CH:25]=[C:24]([CH3:29])[CH:23]=3)[CH2:18][CH2:17]2)=[O:15])=[CH:11][C:10]2[C:5](=[CH:6][CH:7]=[CH:8][CH:9]=2)[CH:4]=1.[H-].[Na+].[CH3:32]I. The catalyst is CN(C)C=O. The product is [CH3:1][O:2][C:3]1[C:12]([N:13]([CH3:32])[C:14]([N:16]2[CH2:21][CH2:20][N:19]([C:22]3[CH:23]=[C:24]([CH3:29])[CH:25]=[C:26]([CH3:28])[CH:27]=3)[CH2:18][CH2:17]2)=[O:15])=[CH:11][C:10]2[C:5](=[CH:6][CH:7]=[CH:8][CH:9]=2)[CH:4]=1. The yield is 0.864. (3) The reactants are [CH3:1]B1OB(C)OB(C)O1.[B:10](OCCCC)([O:16][CH2:17][CH2:18][CH2:19][CH3:20])[O:11][CH2:12][CH2:13][CH2:14][CH3:15]. No catalyst specified. The product is [CH3:1][B:10]([O:16][CH2:17][CH2:18][CH2:19][CH3:20])[O:11][CH2:12][CH2:13][CH2:14][CH3:15]. The yield is 0.500.